This data is from Hepatocyte clearance measurements from AstraZeneca. The task is: Regression/Classification. Given a drug SMILES string, predict its absorption, distribution, metabolism, or excretion properties. Task type varies by dataset: regression for continuous measurements (e.g., permeability, clearance, half-life) or binary classification for categorical outcomes (e.g., BBB penetration, CYP inhibition). For this dataset (clearance_hepatocyte_az), we predict log10(clearance) (log10 of the in vitro intrinsic clearance, CLint, in uL/min per 10^6 hepatocytes; values are censored to the assay range of 3 to 150, which is 0.477 to 2.18 on this log10 scale). (1) The molecule is c1csc(Cn2nnnc2CN2CCN(c3nc4ccccc4s3)CC2)c1. The log10(clearance) is 2.18. (2) The molecule is O=c1[nH]c2c(O)ccc([C@@H](O)CNCCc3cccc(CNCCCc4ccccc4)c3)c2s1. The log10(clearance) is 1.28. (3) The molecule is Cc1ccc(S(=O)(=O)Nc2c(C(=O)N[C@@H](C)C(C)(C)C)c(C)nn2C(C)C)cc1. The log10(clearance) is 1.00. (4) The drug is O=c1[nH]c2c(O)ccc([C@@H](O)CNCCCSCCNCCc3ccccc3Cl)c2s1. The log10(clearance) is 1.08. (5) The drug is O=C(O)C1CSC(c2ccccc2Cl)N1C(=O)c1ccc(Cl)cc1. The log10(clearance) is 1.19. (6) The drug is Clc1ccc(Cn2c(-c3nn[nH]n3)cc3ccccc32)cc1Cl. The log10(clearance) is 1.11. (7) The molecule is FC(F)(F)Oc1ccc(-c2nnc(CCCCc3ccc4cccnc4n3)o2)cc1Cl. The log10(clearance) is 1.39.